Dataset: Full USPTO retrosynthesis dataset with 1.9M reactions from patents (1976-2016). Task: Predict the reactants needed to synthesize the given product. (1) Given the product [F:24][C:25]1[CH:35]=[C:34]([F:36])[CH:33]=[CH:32][C:26]=1[CH:27]=[CH:28][C:29]([NH:10][C@H:9]([C:11]([O:13][CH3:14])=[O:12])[CH2:8][C:7]1[CH:6]=[CH:5][C:4]([O:3][CH3:2])=[CH:16][CH:15]=1)=[O:30], predict the reactants needed to synthesize it. The reactants are: Cl.[CH3:2][O:3][C:4]1[CH:16]=[CH:15][C:7]([CH2:8][C@@H:9]([C:11]([O:13][CH3:14])=[O:12])[NH2:10])=[CH:6][CH:5]=1.C(N(CC)CC)C.[F:24][C:25]1[CH:35]=[C:34]([F:36])[CH:33]=[CH:32][C:26]=1[CH:27]=[CH:28][C:29](O)=[O:30].CCN=C=NCCCN(C)C.Cl. (2) Given the product [C:2]([C:3]1[CH:4]=[C:6]([OH:5])[CH:2]=[CH:3][CH:4]=1)#[CH:6], predict the reactants needed to synthesize it. The reactants are: Cl.[CH2:2]1[CH2:6][O:5][CH2:4][CH2:3]1. (3) The reactants are: [CH3:1][O:2][C:3]1[CH:4]=[C:5]([CH:17]=[CH:18][C:19](Cl)=[O:20])[CH:6]=[CH:7][C:8]=1[O:9][CH2:10][C:11]1[CH:16]=[CH:15][CH:14]=[CH:13][CH:12]=1.[CH3:22][C:23]1[CH:30]=[CH:29][C:26]([CH2:27][NH2:28])=[CH:25][CH:24]=1.C(N(CC)CC)C.O1CCCC1. Given the product [CH3:22][C:23]1[CH:30]=[CH:29][C:26]([CH2:27][NH:28][C:19](=[O:20])[CH:18]=[CH:17][C:5]2[CH:6]=[CH:7][C:8]([O:9][CH2:10][C:11]3[CH:16]=[CH:15][CH:14]=[CH:13][CH:12]=3)=[C:3]([O:2][CH3:1])[CH:4]=2)=[CH:25][CH:24]=1, predict the reactants needed to synthesize it. (4) Given the product [CH2:1]([N:4]1[C:12](=[O:13])[C:11]2[NH:10][C:9]([C:22]3[CH:27]=[CH:26][C:25]([O:28][CH2:29][C:30]#[C:31][C:32]4[CH:33]=[CH:34][C:35]([O:38][C:39]([F:42])([F:41])[F:40])=[CH:36][CH:37]=4)=[CH:24][CH:23]=3)=[N:8][C:7]=2[N:6]([CH2:43][CH2:44][CH3:45])[C:5]1=[O:46])[CH2:2][CH3:3], predict the reactants needed to synthesize it. The reactants are: [CH2:1]([N:4]1[C:12](=[O:13])[C:11]2[N:10](COCC[Si](C)(C)C)[C:9]([C:22]3[CH:27]=[CH:26][C:25]([O:28][CH2:29][C:30]#[C:31][C:32]4[CH:37]=[CH:36][C:35]([O:38][C:39]([F:42])([F:41])[F:40])=[CH:34][CH:33]=4)=[CH:24][CH:23]=3)=[N:8][C:7]=2[N:6]([CH2:43][CH2:44][CH3:45])[C:5]1=[O:46])[CH2:2][CH3:3].Cl. (5) The reactants are: [C:1]([O:5][C:6]([NH:8][C@@H:9]1[CH2:11][C@H:10]1[C:12]1[CH:22]=[CH:21][C:15]([C:16]([O:18]CC)=[O:17])=[CH:14][CH:13]=1)=[O:7])([CH3:4])([CH3:3])[CH3:2].[OH-].[Na+].O.C(OCC)(=O)C. Given the product [C:1]([O:5][C:6]([NH:8][C@@H:9]1[CH2:11][C@H:10]1[C:12]1[CH:13]=[CH:14][C:15]([C:16]([OH:18])=[O:17])=[CH:21][CH:22]=1)=[O:7])([CH3:4])([CH3:2])[CH3:3], predict the reactants needed to synthesize it.